Dataset: Reaction yield outcomes from USPTO patents with 853,638 reactions. Task: Predict the reaction yield, written as a fraction of the theoretical maximum amount of product (1.0 means a 100% yield; for example, 0.34 means a 34% yield). (1) The reactants are [C:1]([O:5][C:6]([N:8]1[CH2:12][CH2:11][CH2:10][C@H:9]1[CH2:13][O:14][C:15]1[CH:20]=[CH:19][C:18]([C:21](=[O:28])[C:22]2[CH:27]=[CH:26][CH:25]=[CH:24][CH:23]=2)=[CH:17][N:16]=1)=[O:7])([CH3:4])([CH3:3])[CH3:2].[BH4-].[Na+]. The catalyst is CCO.O. The product is [C:1]([O:5][C:6]([N:8]1[CH2:12][CH2:11][CH2:10][C@H:9]1[CH2:13][O:14][C:15]1[CH:20]=[CH:19][C:18]([CH:21]([OH:28])[C:22]2[CH:27]=[CH:26][CH:25]=[CH:24][CH:23]=2)=[CH:17][N:16]=1)=[O:7])([CH3:4])([CH3:2])[CH3:3]. The yield is 0.901. (2) The reactants are [F:1][CH2:2][C:3]1[N:8]=[C:7]([C:9]#[C:10][CH2:11][CH2:12][NH2:13])[CH:6]=[CH:5][CH:4]=1.[Cl:14][C:15]1[CH:23]=[CH:22][CH:21]=[CH:20][C:16]=1[C:17](Cl)=[O:18]. No catalyst specified. The product is [Cl:14][C:15]1[CH:23]=[CH:22][CH:21]=[CH:20][C:16]=1[C:17]([NH:13][CH2:12][CH2:11][C:10]#[C:9][C:7]1[CH:6]=[CH:5][CH:4]=[C:3]([CH2:2][F:1])[N:8]=1)=[O:18]. The yield is 0.190. (3) The reactants are Br[C:2]1[C:11]2[C:6](=[CH:7][C:8]([O:14][CH3:15])=[C:9]([O:12][CH3:13])[CH:10]=2)[C:5]([C:16]#[N:17])=[CH:4][N:3]=1.[CH3:18][S:19][C:20]1[CH:21]=[C:22]([CH:25]=[CH:26][CH:27]=1)[CH:23]=[O:24].[I-].C[NH+]1C=CN(C)C1.[H-].[Na+]. The catalyst is CN(C)C=O.C(OCC)(=O)C.CCCCCC.O. The product is [CH3:15][O:14][C:8]1[CH:7]=[C:6]2[C:11](=[CH:10][C:9]=1[O:12][CH3:13])[C:2]([C:23](=[O:24])[C:22]1[CH:25]=[CH:26][CH:27]=[C:20]([S:19][CH3:18])[CH:21]=1)=[N:3][CH:4]=[C:5]2[C:16]#[N:17]. The yield is 0.570. (4) The product is [C:42]([O:41][CH2:39][CH3:40])(=[O:57])[CH2:43][CH2:44][C:45]([O:1][C@@:2]([CH3:38])([C:3](=[O:35])[C@@H:4]([NH:12][C:13](=[O:34])[C@@H:14]([NH:18][C:19](=[O:33])[C@@H:20]([NH:24][C:25]([C:27]1[S:31][C:30]([CH3:32])=[N:29][CH:28]=1)=[O:26])[CH2:21][O:22][CH3:23])[CH2:15][O:16][CH3:17])[CH2:5][C:6]1[CH:7]=[CH:8][CH:9]=[CH:10][CH:11]=1)[CH2:36][I:37])=[O:46]. The yield is 0.550. The catalyst is CN(C1C=CN=CC=1)C.N1C=CC=CC=1.O.ClCCl. The reactants are [OH:1][C@:2]([CH3:38])([CH2:36][I:37])[C:3](=[O:35])[C@@H:4]([NH:12][C:13](=[O:34])[C@@H:14]([NH:18][C:19](=[O:33])[C@@H:20]([NH:24][C:25]([C:27]1[S:31][C:30]([CH3:32])=[N:29][CH:28]=1)=[O:26])[CH2:21][O:22][CH3:23])[CH2:15][O:16][CH3:17])[CH2:5][C:6]1[CH:11]=[CH:10][CH:9]=[CH:8][CH:7]=1.[CH2:39]([O:41][C:42](=[O:57])[CH2:43][CH2:44][C:45](O[C:45](=[O:46])[CH2:44][CH2:43][C:42](=[O:57])[O:41][CH2:39][CH3:40])=[O:46])[CH3:40]. (5) The reactants are [CH:1]1([C:4]2[C:5]([O:15][C@@H:16]3[CH2:21][CH2:20][CH2:19][NH:18][CH2:17]3)=[CH:6][C:7]([F:14])=[C:8]([CH:13]=2)[C:9]([O:11][CH3:12])=[O:10])[CH2:3][CH2:2]1.C(=O)([O-])[O-].[K+].[K+].Br[CH2:29][C:30]1[CH:35]=[CH:34][C:33]([F:36])=[CH:32][C:31]=1[C:37]([F:40])([F:39])[F:38].O. The catalyst is CN(C)C=O. The product is [CH:1]1([C:4]2[C:5]([O:15][C@@H:16]3[CH2:21][CH2:20][CH2:19][N:18]([CH2:29][C:30]4[CH:35]=[CH:34][C:33]([F:36])=[CH:32][C:31]=4[C:37]([F:39])([F:38])[F:40])[CH2:17]3)=[CH:6][C:7]([F:14])=[C:8]([CH:13]=2)[C:9]([O:11][CH3:12])=[O:10])[CH2:2][CH2:3]1. The yield is 0.790.